The task is: Regression. Given a peptide amino acid sequence and an MHC pseudo amino acid sequence, predict their binding affinity value. This is MHC class II binding data.. This data is from Peptide-MHC class II binding affinity with 134,281 pairs from IEDB. (1) The peptide sequence is PLGLLLKNLTTSSYV. The MHC is H-2-IAb with pseudo-sequence H-2-IAb. The binding affinity (normalized) is 0.340. (2) The peptide sequence is YKALPVVLENARILK. The MHC is DRB1_0301 with pseudo-sequence DRB1_0301. The binding affinity (normalized) is 0.402. (3) The peptide sequence is AGLLRLLFHDCFANG. The MHC is HLA-DPA10201-DPB11401 with pseudo-sequence HLA-DPA10201-DPB11401. The binding affinity (normalized) is 0.0890. (4) The peptide sequence is PELVPEDPEDSALLEDPAGT. The MHC is DRB1_0404 with pseudo-sequence DRB1_0404. The binding affinity (normalized) is 0.195. (5) The peptide sequence is EKKYFAATQLEPLAA. The MHC is HLA-DPA10103-DPB10401 with pseudo-sequence HLA-DPA10103-DPB10401. The binding affinity (normalized) is 0.863. (6) The peptide sequence is NHDSEFCDMLRLFDY. The MHC is DRB1_0101 with pseudo-sequence DRB1_0101. The binding affinity (normalized) is 0.379. (7) The peptide sequence is AYDTYKSIPSLEAAV. The MHC is DRB1_0301 with pseudo-sequence DRB1_0301. The binding affinity (normalized) is 0.219.